This data is from Full USPTO retrosynthesis dataset with 1.9M reactions from patents (1976-2016). The task is: Predict the reactants needed to synthesize the given product. (1) Given the product [CH3:25][O:26][CH2:27][C:28]([NH:1][C:2]1[CH:10]=[CH:9][CH:8]=[C:7]2[C:3]=1[C:4](=[O:24])[N:5]([CH:12]1[CH2:17][CH:16]([O:18][C:19](=[O:21])[CH3:20])[C:15](=[O:22])[NH:14][C:13]1=[O:23])[C:6]2=[O:11])=[O:29], predict the reactants needed to synthesize it. The reactants are: [NH2:1][C:2]1[CH:10]=[CH:9][CH:8]=[C:7]2[C:3]=1[C:4](=[O:24])[N:5]([CH:12]1[CH2:17][CH:16]([O:18][C:19](=[O:21])[CH3:20])[C:15](=[O:22])[NH:14][C:13]1=[O:23])[C:6]2=[O:11].[CH3:25][O:26][CH2:27][C:28](Cl)=[O:29]. (2) Given the product [C:41]([NH:1][CH2:2][CH2:3][CH2:4][C@H:5]([NH:9][C:10]([C:12]1[C:13](=[O:29])[N:14]([CH2:18][C:19]2[CH:24]=[CH:23][CH:22]=[CH:21][C:20]=2[C:25]([F:26])([F:27])[F:28])[CH:15]=[CH:16][CH:17]=1)=[O:11])[C:6]([OH:8])=[O:7])(=[NH:46])[CH3:42].[C:30]([OH:36])([C:32]([F:35])([F:34])[F:33])=[O:31], predict the reactants needed to synthesize it. The reactants are: [NH2:1][CH2:2][CH2:3][CH2:4][C@H:5]([NH:9][C:10]([C:12]1[C:13](=[O:29])[N:14]([CH2:18][C:19]2[CH:24]=[CH:23][CH:22]=[CH:21][C:20]=2[C:25]([F:28])([F:27])[F:26])[CH:15]=[CH:16][CH:17]=1)=[O:11])[C:6]([OH:8])=[O:7].[C:30]([OH:36])([C:32]([F:35])([F:34])[F:33])=[O:31].C(O)C.Cl.[C:41](=[NH:46])(OCC)[CH3:42]. (3) Given the product [CH3:19][O:10][C:9](=[O:11])[C@@H:2]([NH:1][C:12]([O:14][C:15]([CH3:18])([CH3:17])[CH3:16])=[O:13])[CH:3]1[CH2:8][CH2:7][CH2:6][CH2:5][CH2:4]1, predict the reactants needed to synthesize it. The reactants are: [NH:1]([C:12]([O:14][C:15]([CH3:18])([CH3:17])[CH3:16])=[O:13])[C@H:2]([C:9]([OH:11])=[O:10])[CH:3]1[CH2:8][CH2:7][CH2:6][CH2:5][CH2:4]1.[CH3:19]I.[Al]. (4) The reactants are: [Br:1][C:2]1[C:3]([NH2:9])=[N:4][CH:5]=[C:6]([CH3:8])[CH:7]=1.Cl[C:11]([C:14]([O:16][CH2:17][CH3:18])=[O:15])=[CH:12][O-].[K+].S(=O)(=O)(O)O.C(=O)(O)[O-].[Na+]. Given the product [Br:1][C:2]1[C:3]2[N:4]([C:11]([C:14]([O:16][CH2:17][CH3:18])=[O:15])=[CH:12][N:9]=2)[CH:5]=[C:6]([CH3:8])[CH:7]=1, predict the reactants needed to synthesize it. (5) Given the product [N+:26]([C:18]1[CH:17]=[C:16]([CH2:15][O:7][C:1]2[CH:6]=[CH:5][CH:4]=[CH:3][CH:2]=2)[CH:25]=[CH:24][C:19]=1[C:20]([O:22][CH3:23])=[O:21])([O-:28])=[O:27], predict the reactants needed to synthesize it. The reactants are: [C:1]1([OH:7])[CH:6]=[CH:5][CH:4]=[CH:3][CH:2]=1.C(=O)([O-])[O-].[K+].[K+].Br[CH2:15][C:16]1[CH:25]=[CH:24][C:19]([C:20]([O:22][CH3:23])=[O:21])=[C:18]([N+:26]([O-:28])=[O:27])[CH:17]=1.Cl.